Dataset: Full USPTO retrosynthesis dataset with 1.9M reactions from patents (1976-2016). Task: Predict the reactants needed to synthesize the given product. (1) Given the product [C:1]([C:5]1[CH:6]=[C:7]([CH:28]=[CH:29][CH:30]=1)[O:8][CH2:9][CH2:10][CH2:11][O:12][C:13]1[CH:14]=[CH:15][C:16]([CH:19]([C:25]#[C:26][CH3:27])[CH2:20][C:21]([OH:23])=[O:22])=[CH:17][CH:18]=1)([CH3:4])([CH3:2])[CH3:3], predict the reactants needed to synthesize it. The reactants are: [C:1]([C:5]1[CH:6]=[C:7]([CH:28]=[CH:29][CH:30]=1)[O:8][CH2:9][CH2:10][CH2:11][O:12][C:13]1[CH:18]=[CH:17][C:16]([CH:19]([C:25]#[C:26][CH3:27])[CH2:20][C:21]([O:23]C)=[O:22])=[CH:15][CH:14]=1)([CH3:4])([CH3:3])[CH3:2].Cl.O. (2) Given the product [S:11]1[CH:12]=[N:13][N:14]=[C:10]1[C:5]1[CH:6]=[CH:7][CH:8]=[CH:9][C:4]=1[NH2:1], predict the reactants needed to synthesize it. The reactants are: [N+:1]([C:4]1[CH:9]=[CH:8][CH:7]=[CH:6][C:5]=1[C:10]1[S:11][CH:12]=[N:13][N:14]=1)([O-])=O.[Cl-].[NH4+].